From a dataset of Reaction yield outcomes from USPTO patents with 853,638 reactions. Predict the reaction yield, written as a fraction of the theoretical maximum amount of product (1.0 means a 100% yield; for example, 0.34 means a 34% yield). The reactants are I[CH2:2][C@@H:3]([CH3:16])[CH2:4][N:5]1[C:10]2[CH:11]=[CH:12][CH:13]=[CH:14][C:9]=2[O:8][CH2:7][C:6]1=[O:15].[CH2:17]([CH:22]1[CH2:28][CH:27]2[NH:29][CH:24]([CH2:25][CH2:26]2)[CH2:23]1)[CH2:18][CH2:19][CH2:20][CH3:21]. The catalyst is CCN(CC)CC. The product is [CH3:16][C@H:3]([CH2:2][N:29]1[CH:24]2[CH2:25][CH2:26][CH:27]1[CH2:28][CH:22]([CH2:17][CH2:18][CH2:19][CH2:20][CH3:21])[CH2:23]2)[CH2:4][N:5]1[C:10]2[CH:11]=[CH:12][CH:13]=[CH:14][C:9]=2[O:8][CH2:7][C:6]1=[O:15]. The yield is 0.630.